This data is from Forward reaction prediction with 1.9M reactions from USPTO patents (1976-2016). The task is: Predict the product of the given reaction. (1) Given the reactants [C:1]1([C:7]2[N:12]=[C:11]([NH:13][C:14]([C:16]3([C:19]4[CH:29]=[CH:28][C:22]5[O:23][C:24]([F:27])([F:26])[O:25][C:21]=5[CH:20]=4)[CH2:18][CH2:17]3)=[O:15])[CH:10]=[CH:9][C:8]=2[CH3:30])[CH2:6][CH2:5][CH2:4][CH2:3][CH:2]=1.[H][H], predict the reaction product. The product is: [CH:1]1([C:7]2[N:12]=[C:11]([NH:13][C:14]([C:16]3([C:19]4[CH:29]=[CH:28][C:22]5[O:23][C:24]([F:27])([F:26])[O:25][C:21]=5[CH:20]=4)[CH2:18][CH2:17]3)=[O:15])[CH:10]=[CH:9][C:8]=2[CH3:30])[CH2:2][CH2:3][CH2:4][CH2:5][CH2:6]1. (2) Given the reactants C(Cl)[Cl:2].[O:4]1[CH2:8][CH2:7][CH2:6][CH2:5]1.[CH2:9]([N:11]([CH2:14]C)CC)C, predict the reaction product. The product is: [C:8]([Cl:2])(=[O:4])[C:7]1[CH:6]=[CH:5][CH:14]=[N:11][CH:9]=1. (3) Given the reactants C([O:3][C:4]([C:6]1[NH:7][C:8]([CH:12]=[O:13])=[C:9]([CH3:11])[CH:10]=1)=[O:5])C.Cl, predict the reaction product. The product is: [CH3:11][C:9]1[CH:10]=[C:6]([C:4]([OH:5])=[O:3])[NH:7][C:8]=1[CH:12]=[O:13]. (4) Given the reactants [C:1]([O:4][C:5]1[CH:10]=[CH:9][C:8](/[CH:11]=[CH:12]/[C:13]([NH:15][C:16]2[CH:28]=[C:27]([O:29][C:30]3[CH:35]=[CH:34][CH:33]=[CH:32][CH:31]=3)[CH:26]=[CH:25][C:17]=2[C:18]([O:20]C(C)(C)C)=[O:19])=[O:14])=[CH:7][CH:6]=1)(=[O:3])[CH3:2], predict the reaction product. The product is: [C:1]([O:4][C:5]1[CH:10]=[CH:9][C:8](/[CH:11]=[CH:12]/[C:13]([NH:15][C:16]2[CH:28]=[C:27]([O:29][C:30]3[CH:35]=[CH:34][CH:33]=[CH:32][CH:31]=3)[CH:26]=[CH:25][C:17]=2[C:18]([OH:20])=[O:19])=[O:14])=[CH:7][CH:6]=1)(=[O:3])[CH3:2]. (5) Given the reactants [NH2:1][C:2]1[CH:10]=[C:9]([F:11])[CH:8]=[CH:7][C:3]=1[C:4](O)=[O:5].[O-:12][C:13]#[N:14].[K+].C(O)(=O)C.[OH-].[Na+], predict the reaction product. The product is: [F:11][C:9]1[CH:10]=[C:2]2[C:3]([C:4](=[O:5])[NH:14][C:13](=[O:12])[NH:1]2)=[CH:7][CH:8]=1. (6) Given the reactants [CH2:1]([NH:8][C:9]([N:11]1[CH:16]2[C@H:17]([CH3:55])[N:18]([CH2:44][C:45]3[CH:46]=[CH:47][CH:48]=[C:49]4[C:54]=3[N:53]=[CH:52][CH:51]=[CH:50]4)[C:19](=[O:43])[C@H:20]([CH2:21][C:22]3[CH:42]=[CH:41][C:25]([O:26][C:27]([NH:29][CH:30]([CH:38]([CH3:40])[CH3:39])[C:31]([O:33]C(C)(C)C)=[O:32])=[O:28])=[CH:24][CH:23]=3)[N:15]2[C:14](=[O:56])[CH2:13][N:12]1[CH3:57])=[O:10])[C:2]1[CH:7]=[CH:6][CH:5]=[CH:4][CH:3]=1.FC(F)(F)C(O)=O.C(Cl)Cl, predict the reaction product. The product is: [CH2:1]([NH:8][C:9]([N:11]1[CH:16]2[C@H:17]([CH3:55])[N:18]([CH2:44][C:45]3[CH:46]=[CH:47][CH:48]=[C:49]4[C:54]=3[N:53]=[CH:52][CH:51]=[CH:50]4)[C:19](=[O:43])[C@H:20]([CH2:21][C:22]3[CH:42]=[CH:41][C:25]([O:26][C:27]([NH:29][CH:30]([CH:38]([CH3:40])[CH3:39])[C:31]([OH:33])=[O:32])=[O:28])=[CH:24][CH:23]=3)[N:15]2[C:14](=[O:56])[CH2:13][N:12]1[CH3:57])=[O:10])[C:2]1[CH:7]=[CH:6][CH:5]=[CH:4][CH:3]=1.